The task is: Predict which catalyst facilitates the given reaction.. This data is from Catalyst prediction with 721,799 reactions and 888 catalyst types from USPTO. Reactant: [CH:1]1([OH:5])[CH2:4][CH2:3][CH2:2]1.[Cl:6][C:7]1[CH:8]=[C:9]([C:14]2[C:22]([CH3:23])=[CH:21][C:17]([C:18]([OH:20])=[O:19])=[C:16]([F:24])[CH:15]=2)[CH:10]=[N:11][C:12]=1F.C(=O)([O-])[O-].[Cs+].[Cs+].CS(C)=O. Product: [Cl:6][C:7]1[CH:8]=[C:9]([C:14]2[C:22]([CH3:23])=[CH:21][C:17]([C:18]([OH:20])=[O:19])=[C:16]([F:24])[CH:15]=2)[CH:10]=[N:11][C:12]=1[O:5][CH:1]1[CH2:4][CH2:3][CH2:2]1. The catalyst class is: 238.